Dataset: Forward reaction prediction with 1.9M reactions from USPTO patents (1976-2016). Task: Predict the product of the given reaction. (1) Given the reactants [C:1]1([C:7]2[CH:8]=[C:9]3[C:18]([CH:19]4[CH2:24][CH2:23][NH:22][CH2:21][CH2:20]4)=[N:17][NH:16][C:10]3=[C:11]([C:13]([NH2:15])=[O:14])[N:12]=2)[CH:6]=[CH:5][CH:4]=[CH:3][CH:2]=1.C(N(CC)CC)C.[CH2:32]([S:34](Cl)(=[O:36])=[O:35])[CH3:33], predict the reaction product. The product is: [CH2:32]([S:34]([N:22]1[CH2:23][CH2:24][CH:19]([C:18]2[C:9]3[C:10](=[C:11]([C:13]([NH2:15])=[O:14])[N:12]=[C:7]([C:1]4[CH:2]=[CH:3][CH:4]=[CH:5][CH:6]=4)[CH:8]=3)[NH:16][N:17]=2)[CH2:20][CH2:21]1)(=[O:36])=[O:35])[CH3:33]. (2) Given the reactants [CH2:1]([O:3][C:4](=[O:28])[CH:5]([C:13]1[NH:14][C:15]2[C:20]([C:21]=1[S:22][C:23]([CH3:26])([CH3:25])[CH3:24])=[CH:19][C:18]([OH:27])=[CH:17][CH:16]=2)[CH2:6][C:7]1[CH:12]=[CH:11][CH:10]=[CH:9][CH:8]=1)[CH3:2].C(=O)([O-])[O-].[Cs+].[Cs+].Cl[CH2:36][C:37]1[CH:42]=[CH:41][C:40]([CH3:43])=[CH:39][N:38]=1, predict the reaction product. The product is: [CH2:1]([O:3][C:4](=[O:28])[CH:5]([C:13]1[NH:14][C:15]2[C:20]([C:21]=1[S:22][C:23]([CH3:24])([CH3:26])[CH3:25])=[CH:19][C:18]([O:27][CH2:36][C:37]1[CH:42]=[CH:41][C:40]([CH3:43])=[CH:39][N:38]=1)=[CH:17][CH:16]=2)[CH2:6][C:7]1[CH:8]=[CH:9][CH:10]=[CH:11][CH:12]=1)[CH3:2]. (3) Given the reactants [F:1][C:2]1[CH:30]=[CH:29][C:5]([CH2:6][C:7]2[N:11]([CH2:12][C:13]([N:15]3[CH2:20][CH2:19][CH:18]([NH:21][CH3:22])[CH2:17][CH2:16]3)=[O:14])[N:10]=[C:9]([C:23]3[CH:28]=[CH:27][N:26]=[CH:25][CH:24]=3)[CH:8]=2)=[CH:4][CH:3]=1.C(N(CC)CC)C.[CH3:38][CH:39]([CH3:43])[C:40](Cl)=[O:41], predict the reaction product. The product is: [F:1][C:2]1[CH:3]=[CH:4][C:5]([CH2:6][C:7]2[N:11]([CH2:12][C:13]([N:15]3[CH2:16][CH2:17][CH:18]([N:21]([CH3:22])[C:40](=[O:41])[CH:39]([CH3:43])[CH3:38])[CH2:19][CH2:20]3)=[O:14])[N:10]=[C:9]([C:23]3[CH:24]=[CH:25][N:26]=[CH:27][CH:28]=3)[CH:8]=2)=[CH:29][CH:30]=1. (4) Given the reactants C([N:4]1[C:12]2[C:7](=[CH:8][CH:9]=[CH:10][CH:11]=2)[CH2:6][CH:5]1[C:13]1[N:17]=[C:16]([CH2:18][CH2:19][CH3:20])[NH:15][N:14]=1)(=O)C.[OH-].[Na+], predict the reaction product. The product is: [CH2:18]([C:16]1[NH:15][N:14]=[C:13]([CH:5]2[CH2:6][C:7]3[C:12](=[CH:11][CH:10]=[CH:9][CH:8]=3)[NH:4]2)[N:17]=1)[CH2:19][CH3:20]. (5) Given the reactants [Br:1][C:2]1[S:6][C:5]([NH:7][C:8](=O)OC(C)(C)C)=[N:4][CH:3]=1.C([O-])([O-])=O.[Cs+].[Cs+].[F:21][C:22]([F:43])([F:42])[C:23]1[N:24]=[CH:25][N:26]([CH2:28][C@H:29]2COS(=O)[N:30]2[C:35]([O:37][C:38]([CH3:41])([CH3:40])[CH3:39])=[O:36])[CH:27]=1, predict the reaction product. The product is: [Br:1][C:2]1[S:6][C:5]([NH:7][CH2:8][C@@H:29]([NH:30][C:35](=[O:36])[O:37][C:38]([CH3:40])([CH3:39])[CH3:41])[CH2:28][N:26]2[CH:27]=[C:23]([C:22]([F:42])([F:21])[F:43])[N:24]=[CH:25]2)=[N:4][CH:3]=1. (6) Given the reactants [CH2:1]([N:5]1[C:10]2[N:11]=[CH:12][CH:13]=[CH:14][C:9]=2[C:8](=[O:15])O[C:6]1=[O:16])[CH2:2][CH2:3][CH3:4].[O:17]=[S:18]1(=[O:34])[C:23]2[CH:24]=[CH:25][CH:26]=[CH:27][C:22]=2[NH:21][C:20]([CH2:28]C(OCC)=O)=[N:19]1.[H-].[Na+].C(O)(=O)C, predict the reaction product. The product is: [CH2:1]([N:5]1[C:10]2[C:9](=[CH:14][CH:13]=[CH:12][N:11]=2)[C:8]([OH:15])=[C:28]([C:20]2[NH:21][C:22]3[CH:27]=[CH:26][CH:25]=[CH:24][C:23]=3[S:18](=[O:34])(=[O:17])[N:19]=2)[C:6]1=[O:16])[CH2:2][CH2:3][CH3:4]. (7) Given the reactants [C:1]([C:3]1[CH:8]=[CH:7][C:6]([CH2:9][C:10]([OH:12])=O)=[CH:5][CH:4]=1)#[N:2].[NH2:13][C:14]1[CH:19]=[C:18]([C:20]([C:22]2[C:30]3[CH:29]=[N:28][CH:27]=[N:26][C:25]=3[N:24]([C@H:31]3[CH2:36][CH2:35][C@@H:34]([O:37][Si](C(C)(C)C)(C)C)[CH2:33][CH2:32]3)[CH:23]=2)=[O:21])[CH:17]=[CH:16][N:15]=1, predict the reaction product. The product is: [C:1]([C:3]1[CH:4]=[CH:5][C:6]([CH2:9][C:10]([NH:13][C:14]2[CH:19]=[C:18]([C:20]([C:22]3[C:30]4[CH:29]=[N:28][CH:27]=[N:26][C:25]=4[N:24]([C@H:31]4[CH2:36][CH2:35][C@@H:34]([OH:37])[CH2:33][CH2:32]4)[CH:23]=3)=[O:21])[CH:17]=[CH:16][N:15]=2)=[O:12])=[CH:7][CH:8]=1)#[N:2].